Dataset: Forward reaction prediction with 1.9M reactions from USPTO patents (1976-2016). Task: Predict the product of the given reaction. (1) Given the reactants [NH2:1][C:2]1[CH:3]=[C:4](O)[CH:5]=[C:6]([O:8][CH3:9])[CH:7]=1.C1(P(C2C=CC=CC=2)C2C=CC=CC=2)C=CC=CC=1.[CH3:30][CH:31]([OH:33])[CH3:32], predict the reaction product. The product is: [CH:31]([O:33][C:4]1[CH:3]=[C:2]([CH:7]=[C:6]([O:8][CH3:9])[CH:5]=1)[NH2:1])([CH3:32])[CH3:30]. (2) Given the reactants C([O:3][C:4]([C:6]1[NH:7][C:8]2[C:13]([CH:14]=1)=[CH:12][C:11]([Br:15])=[CH:10][CH:9]=2)=[O:5])C.Br[CH2:17][C:18]1[C:27]2[C:22](=[CH:23][CH:24]=[CH:25][CH:26]=2)[CH:21]=[CH:20][CH:19]=1, predict the reaction product. The product is: [Br:15][C:11]1[CH:12]=[C:13]2[C:8](=[CH:9][CH:10]=1)[N:7]([CH2:17][C:18]1[C:27]3[C:22](=[CH:23][CH:24]=[CH:25][CH:26]=3)[CH:21]=[CH:20][CH:19]=1)[C:6]([C:4]([OH:3])=[O:5])=[CH:14]2. (3) Given the reactants [NH2:1][C:2]1[CH:11]=[CH:10][C:5]([C:6]([O:8][CH3:9])=[O:7])=[CH:4][C:3]=1[NH:12][C:13]([C:15]1[C:16](=[O:27])[NH:17][N:18]=[C:19]([C:21]2[CH:26]=[CH:25][N:24]=[CH:23][CH:22]=2)[CH:20]=1)=O, predict the reaction product. The product is: [O:27]=[C:16]1[C:15]([C:13]2[NH:1][C:2]3[CH:11]=[CH:10][C:5]([C:6]([O:8][CH3:9])=[O:7])=[CH:4][C:3]=3[N:12]=2)=[CH:20][C:19]([C:21]2[CH:26]=[CH:25][N:24]=[CH:23][CH:22]=2)=[N:18][NH:17]1. (4) Given the reactants [C:1]([O:5][C:6](=[O:21])[CH2:7][O:8][C:9]1[C:18]2[CH2:17][CH2:16][CH2:15][C:14](=[O:19])[C:13]=2[CH:12]=[C:11](Br)[CH:10]=1)([CH3:4])([CH3:3])[CH3:2].[C:22]1(B(O)O)[CH:27]=[CH:26][CH:25]=[CH:24][CH:23]=1.C(=O)([O-])[O-].[Cs+].[Cs+].C(COC)OC, predict the reaction product. The product is: [C:1]([O:5][C:6](=[O:21])[CH2:7][O:8][C:9]1[C:18]2[CH2:17][CH2:16][CH2:15][C:14](=[O:19])[C:13]=2[CH:12]=[C:11]([C:22]2[CH:27]=[CH:26][CH:25]=[CH:24][CH:23]=2)[CH:10]=1)([CH3:4])([CH3:3])[CH3:2]. (5) The product is: [NH2:2][C:1]1[C:3]2[CH:15]=[C:14]([C:16]([F:18])([F:17])[F:19])[CH:13]=[CH:12][C:4]=2[O:5][C:6]=1[C:7]([O:9][CH2:10][CH3:11])=[O:8]. Given the reactants [C:1]([C:3]1[CH:15]=[C:14]([C:16]([F:19])([F:18])[F:17])[CH:13]=[CH:12][C:4]=1[O:5][CH2:6][C:7]([O:9][CH2:10][CH3:11])=[O:8])#[N:2].NC1C2C=C(Cl)C=CC=2OC=1C(OCC)=O, predict the reaction product. (6) The product is: [Br:1][CH2:2][CH2:3][CH2:4][O:5][C:6]1[CH:13]=[CH:12][C:9]2[CH2:17][O:18][B:14]([OH:15])[C:8]=2[CH:7]=1. Given the reactants [Br:1][CH2:2][CH2:3][CH2:4][O:5][C:6]1[CH:13]=[CH:12][C:9](C=O)=[C:8]([B:14]2[O:18][C:17](C)(C)C(C)(C)[O:15]2)[CH:7]=1.[BH4-].[Na+], predict the reaction product. (7) The product is: [CH3:18][O:17][C:13]1[CH:14]=[C:15]2[C:10](=[CH:11][C:12]=1[O:19][CH3:20])[C:9]([CH3:21])=[N:8][C:7]([C:26]1[CH:27]=[CH:28][CH:29]=[CH:30][C:25]=1[NH2:24])=[CH:16]2. Given the reactants FC(F)(F)S(O[C:7]1[N:8]=[C:9]([CH3:21])[C:10]2[C:15]([CH:16]=1)=[CH:14][C:13]([O:17][CH3:18])=[C:12]([O:19][CH3:20])[CH:11]=2)(=O)=O.[NH2:24][C:25]1[CH:30]=[CH:29][CH:28]=[CH:27][C:26]=1B1OC(C)(C)C(C)(C)O1.C([O-])([O-])=O.[Na+].[Na+], predict the reaction product. (8) The product is: [CH2:1]([C:4]1[C:12]2[O:11][N:10]=[C:9]([C:13]([F:16])([F:15])[F:14])[C:8]=2[CH:7]=[CH:6][C:5]=1[O:17][CH2:18][CH2:19][CH2:20][N:22]=[N+:23]=[N-:24])[CH2:2][CH3:3]. Given the reactants [CH2:1]([C:4]1[C:12]2[O:11][N:10]=[C:9]([C:13]([F:16])([F:15])[F:14])[C:8]=2[CH:7]=[CH:6][C:5]=1[O:17][CH2:18][CH2:19][CH2:20]Br)[CH2:2][CH3:3].[N-:22]=[N+:23]=[N-:24].[Na+], predict the reaction product. (9) The product is: [C:12]1(=[O:13])[O:14][CH2:26][CH2:27][CH2:22][CH2:23][CH2:24][CH2:6][CH2:5][CH2:10][CH2:9][CH:8]=[CH:7]1. Given the reactants [H-].[Na+].[Na+].[I-].[CH:5]1[CH:10]=[C:9](Cl)[CH:8]=[C:7]([C:12]([O:14]O)=[O:13])[CH:6]=1.C([O-])(O)=O.[Na+].C[C:22]1[CH:27]=[CH:26]C(S([O-])(=O)=O)=[CH:24][CH:23]=1.[CH:22]1[CH:27]=[CH:26][NH+]=[CH:24][CH:23]=1.C[Si]([N-][Si](C)(C)C)(C)C.[K+].C(OCC)=C, predict the reaction product.